This data is from Peptide-MHC class I binding affinity with 185,985 pairs from IEDB/IMGT. The task is: Regression. Given a peptide amino acid sequence and an MHC pseudo amino acid sequence, predict their binding affinity value. This is MHC class I binding data. The peptide sequence is CSHRGKSSFY. The MHC is Mamu-A02 with pseudo-sequence Mamu-A02. The binding affinity (normalized) is 1.00.